Dataset: Forward reaction prediction with 1.9M reactions from USPTO patents (1976-2016). Task: Predict the product of the given reaction. (1) Given the reactants B(F)(F)F.CCOCC.[CH3:10][C:11]1[C:16](N)=[CH:15][CH:14]=[C:13]([N:18]2[CH:22]=[N:21][CH:20]=[N:19]2)[N:12]=1.N(OC(C)(C)C)=O.[C:30]([O:33]C(=O)C)(=[O:32])[CH3:31], predict the reaction product. The product is: [CH3:10][C:11]1[C:16]([O:33][C:30](=[O:32])[CH3:31])=[CH:15][CH:14]=[C:13]([N:18]2[CH:22]=[N:21][CH:20]=[N:19]2)[N:12]=1. (2) Given the reactants [CH3:1][C@@H:2]1[CH2:6][CH2:5][CH2:4][N:3]1[CH2:7][CH2:8][C:9]1[CH:14]=[CH:13][C:12]([C:15]2[CH:20]=[CH:19][C:18]([C:21]3([C:26](O)=[O:27])[CH2:25][CH2:24][CH2:23][CH2:22]3)=[CH:17][CH:16]=2)=[CH:11][CH:10]=1.Cl.[NH2:30][CH2:31][CH2:32][CH2:33][C:34]([O:36][C:37]([CH3:40])([CH3:39])[CH3:38])=[O:35].CN(C(ON1N=NC2C=CC=NC1=2)=[N+](C)C)C.F[P-](F)(F)(F)(F)F.Cl, predict the reaction product. The product is: [CH3:1][C@@H:2]1[CH2:6][CH2:5][CH2:4][N:3]1[CH2:7][CH2:8][C:9]1[CH:14]=[CH:13][C:12]([C:15]2[CH:16]=[CH:17][C:18]([C:21]3([C:26]([NH:30][CH2:31][CH2:32][CH2:33][C:34]([O:36][C:37]([CH3:40])([CH3:39])[CH3:38])=[O:35])=[O:27])[CH2:25][CH2:24][CH2:23][CH2:22]3)=[CH:19][CH:20]=2)=[CH:11][CH:10]=1. (3) Given the reactants [C:1](N1C=CN=C1)(N1C=CN=C1)=[O:2].[C:13]1([CH2:19][CH2:20][CH2:21][CH2:22][OH:23])[CH:18]=[CH:17][CH:16]=[CH:15][CH:14]=1.[NH:24]1[CH2:29][CH2:28][CH2:27][CH2:26][NH:25]1, predict the reaction product. The product is: [NH:24]1[CH2:29][CH2:28][CH2:27][CH:26]([C:1]([O:23][CH2:22][CH2:21][CH2:20][CH2:19][C:13]2[CH:18]=[CH:17][CH:16]=[CH:15][CH:14]=2)=[O:2])[NH:25]1. (4) Given the reactants [Cl:1][C:2]1[CH:7]=[C:6]([Cl:8])[CH:5]=[CH:4][C:3]=1/[CH:9]=[CH:10]/[C:11](OCC)=[O:12].[H-].C([Al+]CC(C)C)C(C)C.CO.[Cl-].[NH4+], predict the reaction product. The product is: [Cl:1][C:2]1[CH:7]=[C:6]([Cl:8])[CH:5]=[CH:4][C:3]=1/[CH:9]=[CH:10]/[CH2:11][OH:12]. (5) Given the reactants [H-].[Na+].[Cl:3][C:4]1[C:5]2[CH:12]=[CH:11][NH:10][C:6]=2[N:7]=[CH:8][N:9]=1.[H][H].[C:15]1([S:21](Cl)(=[O:23])=[O:22])[CH:20]=[CH:19][CH:18]=[CH:17][CH:16]=1, predict the reaction product. The product is: [C:15]1([S:21]([N:10]2[C:6]3[N:7]=[CH:8][N:9]=[C:4]([Cl:3])[C:5]=3[CH:12]=[CH:11]2)(=[O:23])=[O:22])[CH:20]=[CH:19][CH:18]=[CH:17][CH:16]=1. (6) Given the reactants [Cl:1][C:2]1[CH:10]=[C:9]2[C:5]([C:6]([CH:11]=[O:12])=[CH:7][NH:8]2)=[CH:4][C:3]=1[C:13]1[CH:18]=[CH:17][C:16]([C:19]2([OH:23])[CH2:22][CH2:21][CH2:20]2)=[CH:15][CH:14]=1.C(C(OC1C(OC(C(C)(C)C)=O)=C(I)C=CC=1)=O)(C)(C)C.[CH3:45][S:46]([NH2:49])(=[O:48])=[O:47], predict the reaction product. The product is: [Cl:1][C:2]1[CH:10]=[C:9]2[C:5]([C:6]([C:11]([NH:49][S:46]([CH3:45])(=[O:48])=[O:47])=[O:12])=[CH:7][NH:8]2)=[CH:4][C:3]=1[C:13]1[CH:14]=[CH:15][C:16]([C:19]2([OH:23])[CH2:22][CH2:21][CH2:20]2)=[CH:17][CH:18]=1. (7) Given the reactants C(Cl)(=O)C(Cl)=O.CS(C)=O.[Cl:11][C:12]1[CH:17]=[CH:16][CH:15]=[C:14]([CH3:18])[C:13]=1[S:19]([N:22]1[CH2:27][CH2:26][CH2:25][CH2:24][CH:23]1[CH2:28][OH:29])(=[O:21])=[O:20].C(N(CC)CC)C, predict the reaction product. The product is: [Cl:11][C:12]1[CH:17]=[CH:16][CH:15]=[C:14]([CH3:18])[C:13]=1[S:19]([N:22]1[CH2:27][CH2:26][CH2:25][CH2:24][CH:23]1[CH:28]=[O:29])(=[O:21])=[O:20]. (8) The product is: [CH2:16]1[N:21]([CH:6]([C:2]2[S:1][CH:5]=[CH:4][N:3]=2)[C:12]#[N:13])[CH2:20][CH2:19][N:18]2[CH2:22][CH2:23][CH2:24][C@H:17]12. Given the reactants [S:1]1[CH:5]=[CH:4][N:3]=[C:2]1[CH:6]=O.C[Si]([C:12]#[N:13])(C)C.Cl.Cl.[CH2:16]1[NH:21][CH2:20][CH2:19][N:18]2[CH2:22][CH2:23][CH2:24][C@H:17]12.C([O-])([O-])=O.[K+].[K+], predict the reaction product. (9) Given the reactants Cl.[CH:2]12[CH2:7][CH:6]1[CH2:5][NH:4][CH2:3]2.C(N(CC)CC)C.O.[F:16][C:17]1[CH:18]=[C:19]([CH:36]=[CH:37][C:38]=1[O:39][CH3:40])[CH2:20][NH:21][C:22]1[C:27]([C:28]([O:30][CH2:31][CH3:32])=[O:29])=[CH:26][N:25]=[C:24](S(C)=O)[N:23]=1, predict the reaction product. The product is: [CH:2]12[CH2:7][CH:6]1[CH2:5][N:4]([C:24]1[N:23]=[C:22]([NH:21][CH2:20][C:19]3[CH:36]=[CH:37][C:38]([O:39][CH3:40])=[C:17]([F:16])[CH:18]=3)[C:27]([C:28]([O:30][CH2:31][CH3:32])=[O:29])=[CH:26][N:25]=1)[CH2:3]2.